Dataset: Forward reaction prediction with 1.9M reactions from USPTO patents (1976-2016). Task: Predict the product of the given reaction. (1) Given the reactants Br[C:2]1[CH:3]=[C:4]([CH:7]=[CH:8][C:9]=1[OH:10])[CH:5]=[O:6].[CH3:11][N:12](C=O)C, predict the reaction product. The product is: [CH:5]([C:4]1[CH:7]=[CH:8][C:9]([OH:10])=[C:2]([CH:3]=1)[C:11]#[N:12])=[O:6]. (2) Given the reactants [OH:1][CH:2]1[CH:7]([C:8]2[CH:13]=[CH:12][C:11]([OH:14])=[CH:10][CH:9]=2)[CH2:6][CH2:5][N:4]([C:15]([O:17][C:18]([CH3:21])([CH3:20])[CH3:19])=[O:16])[CH2:3]1.Br[CH2:23][CH2:24][CH2:25][O:26][C:27]1[CH:32]=[CH:31][CH:30]=[C:29]([O:33][CH3:34])[CH:28]=1, predict the reaction product. The product is: [OH:1][CH:2]1[CH:7]([C:8]2[CH:9]=[CH:10][C:11]([O:14][CH2:23][CH2:24][CH2:25][O:26][C:27]3[CH:32]=[CH:31][CH:30]=[C:29]([O:33][CH3:34])[CH:28]=3)=[CH:12][CH:13]=2)[CH2:6][CH2:5][N:4]([C:15]([O:17][C:18]([CH3:21])([CH3:20])[CH3:19])=[O:16])[CH2:3]1.